From a dataset of Catalyst prediction with 721,799 reactions and 888 catalyst types from USPTO. Predict which catalyst facilitates the given reaction. (1) Reactant: [O:1]=[S:2]1(=[O:19])[CH2:7][CH2:6][CH2:5][CH2:4][N:3]1[C:8]1[CH:18]=[CH:17][CH:16]=[CH:15][C:9]=1[C:10]([N:12]([OH:14])[CH3:13])=[NH:11].[C:20]([C:27]([O:29][CH2:30][CH3:31])=[O:28])#[C:21][C:22]([O:24][CH2:25][CH3:26])=[O:23]. Product: [CH2:30]([O:29][C:27]([C:20]1([CH2:21][C:22]([O:24][CH2:25][CH3:26])=[O:23])[O:14][N:12]([CH3:13])[C:10]([C:9]2[CH:15]=[CH:16][CH:17]=[CH:18][C:8]=2[N:3]2[CH2:4][CH2:5][CH2:6][CH2:7][S:2]2(=[O:1])=[O:19])=[N:11]1)=[O:28])[CH3:31]. The catalyst class is: 8. (2) Reactant: [C:1]([O:5][C:6]([N:8]1[CH2:12][CH:11]([C:13]2[CH:18]=[CH:17][CH:16]=[CH:15][CH:14]=2)[CH2:10][C@H:9]1[C:19]#[N:20])=[O:7])([CH3:4])([CH3:3])[CH3:2].[NH2:21][OH:22]. Product: [OH:22][N:21]=[C:19]([C@@H:9]1[CH2:10][C@H:11]([C:13]2[CH:14]=[CH:15][CH:16]=[CH:17][CH:18]=2)[CH2:12][N:8]1[C:6]([O:5][C:1]([CH3:4])([CH3:3])[CH3:2])=[O:7])[NH2:20]. The catalyst class is: 8.